Dataset: Reaction yield outcomes from USPTO patents with 853,638 reactions. Task: Predict the reaction yield, written as a fraction of the theoretical maximum amount of product (1.0 means a 100% yield; for example, 0.34 means a 34% yield). (1) The reactants are [CH3:1][O:2][C:3]1[CH:31]=[CH:30][C:6]([CH2:7][N:8]2[C:12]3=[N:13][CH:14]=[CH:15][C:16]([O:17][C:18]4[CH:23]=[C:22]([Cl:24])[C:21]([N+:25]([O-])=O)=[CH:20][C:19]=4[F:28])=[C:11]3[C:10]([CH3:29])=[N:9]2)=[CH:5][CH:4]=1. The catalyst is CCOC(C)=O.C([O-])([O-])=O.[Na+].[Na+]. The product is [CH3:1][O:2][C:3]1[CH:4]=[CH:5][C:6]([CH2:7][N:8]2[C:12]3=[N:13][CH:14]=[CH:15][C:16]([O:17][C:18]4[C:19]([F:28])=[CH:20][C:21]([NH2:25])=[C:22]([Cl:24])[CH:23]=4)=[C:11]3[C:10]([CH3:29])=[N:9]2)=[CH:30][CH:31]=1. The yield is 0.850. (2) The reactants are [OH-].[K+].[NH:3]1[C:11]2[C:6](=[CH:7][C:8]([CH:12]3[CH2:17][CH2:16][N:15]([C:18]([O:20][C:21]([CH3:24])([CH3:23])[CH3:22])=[O:19])[CH2:14][CH2:13]3)=[CH:9][CH:10]=2)[CH:5]=[N:4]1.[I:25]I.[O-]S([O-])(=S)=O.[Na+].[Na+]. The catalyst is CN(C=O)C. The product is [I:25][C:5]1[C:6]2[C:11](=[CH:10][CH:9]=[C:8]([CH:12]3[CH2:17][CH2:16][N:15]([C:18]([O:20][C:21]([CH3:24])([CH3:23])[CH3:22])=[O:19])[CH2:14][CH2:13]3)[CH:7]=2)[NH:3][N:4]=1. The yield is 0.790. (3) The reactants are [CH3:1][N:2]([CH3:24])[C:3]1[CH:4]=[C:5]2[C:10](=[CH:11][CH:12]=1)[N:9]=[CH:8][CH:7]=[C:6]2[NH:13][C:14]1[CH:19]=[CH:18][C:17]([NH:20]C(=O)C)=[CH:16][CH:15]=1.[ClH:25]. The catalyst is O1CCOCC1.CO.CCOC(C)=O. The product is [Cl-:25].[NH2:20][C:17]1[CH:18]=[CH:19][C:14]([NH:13][C:6]2[C:5]3[C:10](=[CH:11][CH:12]=[C:3]([N:2]([CH3:1])[CH3:24])[CH:4]=3)[NH+:9]=[CH:8][CH:7]=2)=[CH:15][CH:16]=1. The yield is 1.00. (4) The reactants are C(O[C:6](=[O:24])[NH:7][CH2:8][C:9]1[CH:14]=[C:13]([CH:15]=[CH2:16])[C:12]([NH:17][S:18]([CH3:21])(=[O:20])=[O:19])=[CH:11][C:10]=1[O:22][CH3:23])(C)(C)C.FC(F)(F)C(O)=O.C(N(CC)CC)C.C1(OC(=O)[NH:47][CH2:48][C:49]2[CH:54]=[CH:53][C:52]([C:55]([CH3:58])([CH3:57])[CH3:56])=[CH:51][CH:50]=2)C=CC=CC=1. The catalyst is C(Cl)Cl. The product is [C:55]([C:52]1[CH:51]=[CH:50][C:49]([CH2:48][NH:47][C:6](=[O:24])[NH:7][CH2:8][C:9]2[C:10]([O:22][CH3:23])=[CH:11][C:12]([NH:17][S:18]([CH3:21])(=[O:19])=[O:20])=[C:13]([CH:15]=[CH2:16])[CH:14]=2)=[CH:54][CH:53]=1)([CH3:58])([CH3:56])[CH3:57]. The yield is 0.0700. (5) The reactants are [C:1]([O:5][C:6]([N:8]1[CH2:13][CH2:12][CH2:11][C@@H:10]([C:14]([OH:16])=O)[CH2:9]1)=[O:7])([CH3:4])([CH3:3])[CH3:2].C(N1C=CN=C1)(N1C=CN=C1)=O.C(N(CC)CC)C.Cl.[CH3:37][NH:38][O:39][CH3:40]. The catalyst is C1COCC1. The product is [CH3:40][O:39][N:38]([CH3:37])[C:14]([C@@H:10]1[CH2:11][CH2:12][CH2:13][N:8]([C:6]([O:5][C:1]([CH3:2])([CH3:3])[CH3:4])=[O:7])[CH2:9]1)=[O:16]. The yield is 0.906.